From a dataset of Full USPTO retrosynthesis dataset with 1.9M reactions from patents (1976-2016). Predict the reactants needed to synthesize the given product. (1) Given the product [CH3:1][O:2][C:3](=[O:10])[C:4]#[C:5][C:6](=[O:9])[CH2:7][CH3:8], predict the reactants needed to synthesize it. The reactants are: [CH3:1][O:2][C:3](=[O:10])[C:4]#[C:5][CH:6]([OH:9])[CH2:7][CH3:8].CC(C)=O.OS(O)(=O)=O.O=[Cr](=O)=O. (2) Given the product [C:34]([N:16]1[C:17]2[CH:24]=[CH:23][CH:22]=[CH:21][C:18]=2[CH2:19][N:20]2[C:11]([C:9]([NH:8][CH2:7][C:3]3[CH:2]=[N:1][CH:6]=[CH:5][CH:4]=3)=[O:10])=[CH:12][CH:13]=[C:14]2[CH2:15]1)(=[O:41])[C:35]1[CH:40]=[CH:39][CH:38]=[CH:37][CH:36]=1, predict the reactants needed to synthesize it. The reactants are: [N:1]1[CH:6]=[CH:5][CH:4]=[C:3]([CH2:7][NH:8][C:9]([C:11]2[N:20]3[C:14]([CH2:15][NH:16][C:17]4[CH:24]=[CH:23][CH:22]=[CH:21][C:18]=4[CH2:19]3)=[CH:13][CH:12]=2)=[O:10])[CH:2]=1.C(N(CC)C(C)C)(C)C.[C:34](Cl)(=[O:41])[C:35]1[CH:40]=[CH:39][CH:38]=[CH:37][CH:36]=1. (3) Given the product [Cl:15][C:10]1[CH:9]=[C:8]([C:5]2[N:6]=[CH:7][C:2]([C:2]3[CH:7]=[N:6][C:5]([C:8]4[CH:13]=[C:12]([Cl:14])[CH:11]=[C:10]([Cl:15])[CH:9]=4)=[C:4]([CH3:16])[CH:3]=3)=[CH:3][C:4]=2[CH3:16])[CH:13]=[C:12]([Cl:14])[CH:11]=1, predict the reactants needed to synthesize it. The reactants are: Br[C:2]1[CH:3]=[C:4]([CH3:16])[C:5]([C:8]2[CH:13]=[C:12]([Cl:14])[CH:11]=[C:10]([Cl:15])[CH:9]=2)=[N:6][CH:7]=1.C(=O)([O-])[O-].[K+].[K+]. (4) Given the product [Br:1][C:2]1[CH:3]=[C:4]([NH:10][C:11]2[CH:16]=[CH:15][C:14]([N:17]3[CH2:22][CH2:21][N:20]([CH:27]4[CH2:28][O:25][CH2:26]4)[CH2:19][C@@H:18]3[CH2:23][CH3:24])=[CH:13][N:12]=2)[C:5](=[O:9])[N:6]([CH3:8])[CH:7]=1, predict the reactants needed to synthesize it. The reactants are: [Br:1][C:2]1[CH:3]=[C:4]([NH:10][C:11]2[CH:16]=[CH:15][C:14]([N:17]3[CH2:22][CH2:21][NH:20][CH2:19][C@@H:18]3[CH2:23][CH3:24])=[CH:13][N:12]=2)[C:5](=[O:9])[N:6]([CH3:8])[CH:7]=1.[O:25]1[CH2:28][C:27](=O)[CH2:26]1.[BH3-]C#N.[Na+].O. (5) Given the product [N:6]1[C:5]2[CH2:9][CH2:10][O:11][C:4]=2[C:3]([N:2]([CH3:1])[C@@H:12]2[C@H:17]([CH3:18])[CH2:16][CH2:15][N:14]([C:22](=[O:23])[CH2:21][C:19]#[N:20])[CH2:13]2)=[N:8][CH:7]=1, predict the reactants needed to synthesize it. The reactants are: [CH3:1][N:2]([C@@H:12]1[C@H:17]([CH3:18])[CH2:16][CH2:15][NH:14][CH2:13]1)[C:3]1[C:4]2[O:11][CH2:10][CH2:9][C:5]=2[N:6]=[CH:7][N:8]=1.[C:19]([CH2:21][C:22](ON1C(=O)CCC1=O)=[O:23])#[N:20]. (6) Given the product [CH3:16][C:12]1[CH:13]=[C:14]([NH2:15])[N:9]([C:5]2[CH:4]=[C:3]([S:2][CH3:1])[N:8]=[CH:7][N:6]=2)[N:10]=1, predict the reactants needed to synthesize it. The reactants are: [CH3:1][S:2][C:3]1[N:8]=[CH:7][N:6]=[C:5]([NH:9][NH2:10])[CH:4]=1.N=[C:12]([CH3:16])[CH2:13][C:14]#[N:15].C(O)C. (7) Given the product [CH3:22][N:23]([CH3:28])[CH2:24][CH2:25][CH2:26][NH:27][C:18]1[C:17]2[C:12](=[CH:13][CH:14]=[CH:15][CH:16]=2)[N:11]=[C:10]([CH2:9][N:8]([CH3:21])[CH2:1][C:2]2[CH:7]=[CH:6][CH:5]=[CH:4][CH:3]=2)[N:19]=1, predict the reactants needed to synthesize it. The reactants are: [CH2:1]([N:8]([CH3:21])[CH2:9][C:10]1[N:19]=[C:18](Cl)[C:17]2[C:12](=[CH:13][CH:14]=[CH:15][CH:16]=2)[N:11]=1)[C:2]1[CH:7]=[CH:6][CH:5]=[CH:4][CH:3]=1.[CH3:22][N:23]([CH3:28])[CH2:24][CH2:25][CH2:26][NH2:27].